From a dataset of Full USPTO retrosynthesis dataset with 1.9M reactions from patents (1976-2016). Predict the reactants needed to synthesize the given product. Given the product [OH:1][C:2]1[CH:9]=[CH:8][C:5]([C:6]2[NH:16][C:14](=[O:15])[C:13]3[C:12](=[CH:20][C:19]([O:21][CH3:22])=[CH:18][C:17]=3[O:23][CH3:24])[N:11]=2)=[CH:4][C:3]=1[CH3:10], predict the reactants needed to synthesize it. The reactants are: [OH:1][C:2]1[CH:9]=[CH:8][C:5]([CH:6]=O)=[CH:4][C:3]=1[CH3:10].[NH2:11][C:12]1[CH:20]=[C:19]([O:21][CH3:22])[CH:18]=[C:17]([O:23][CH3:24])[C:13]=1[C:14]([NH2:16])=[O:15].OS([O-])=O.[Na+].CC1C=CC(S(O)(=O)=O)=CC=1.O.